From a dataset of Forward reaction prediction with 1.9M reactions from USPTO patents (1976-2016). Predict the product of the given reaction. Given the reactants [CH3:1][S:2]([C:5]1[CH:35]=[CH:34][C:8]([CH2:9][NH:10][C:11]([C:13]2[C:18](=[O:19])[N:17]([C:20]3[CH:25]=[CH:24][CH:23]=[C:22]([C:26]([F:29])([F:28])[F:27])[CH:21]=3)[C:16]([CH3:30])=[C:15](C(O)=O)[CH:14]=2)=[O:12])=[CH:7][CH:6]=1)(=[O:4])=[O:3].C([N:38](CC)CC)C.C1(P(N=[N+]=[N-])(C2C=CC=CC=2)=O)C=CC=CC=1, predict the reaction product. The product is: [CH3:1][S:2]([C:5]1[CH:6]=[CH:7][C:8]([CH2:9][NH:10][C:11]([C:13]2[C:18](=[O:19])[N:17]([C:20]3[CH:25]=[CH:24][CH:23]=[C:22]([C:26]([F:28])([F:29])[F:27])[CH:21]=3)[C:16]([CH3:30])=[C:15]([NH2:38])[CH:14]=2)=[O:12])=[CH:34][CH:35]=1)(=[O:3])=[O:4].